From a dataset of Forward reaction prediction with 1.9M reactions from USPTO patents (1976-2016). Predict the product of the given reaction. (1) Given the reactants [CH2:1]1[C:9]2[C:4](=[CH:5][CH:6]=[CH:7][CH:8]=2)[C@@H:3]([NH2:10])[C@H:2]1O.[OH-:12].[K+].[C:14](OCC)(=O)C.CCCCCC, predict the reaction product. The product is: [NH2:10][C:3]1[CH:2]=[CH:14][CH:1]=[C:9]2[C:4]=1[CH2:5][C@@H:6]([OH:12])[CH2:7][CH2:8]2. (2) Given the reactants [C:1]([C:5]1[CH:9]=[CH:8][N:7]([C:10]2[CH:19]=[C:18]([O:20][CH:21]3[CH2:38][CH:37]4[CH:23]([C:24](=[O:44])[N:25]([CH3:43])[CH2:26][CH2:27][CH2:28][CH2:29][CH:30]=[CH:31][CH:32]5[C:34]([C:40](O)=[O:41])([NH:35][C:36]4=[O:39])[CH2:33]5)[CH2:22]3)[C:17]3[C:12](=[C:13]([CH3:47])[C:14]([O:45][CH3:46])=[CH:15][CH:16]=3)[N:11]=2)[N:6]=1)([CH3:4])([CH3:3])[CH3:2].[CH:48]1([S:51]([NH2:54])(=[O:53])=[O:52])[CH2:50][CH2:49]1.ClC1C(OC)=CC=C2C=1N=C(C1SC=C(C(C)C)N=1)C=C2OC1CC2C(C(=O)N(C)CCCCC=CC3C(C(NS(C4CC4)(=O)=O)=O)(NC2=O)C3)C1, predict the reaction product. The product is: [C:1]([C:5]1[CH:9]=[CH:8][N:7]([C:10]2[CH:19]=[C:18]([O:20][CH:21]3[CH2:38][CH:37]4[CH:23]([C:24](=[O:44])[N:25]([CH3:43])[CH2:26][CH2:27][CH2:28][CH2:29][CH:30]=[CH:31][CH:32]5[C:34]([C:40]([NH:54][S:51]([CH:48]6[CH2:50][CH2:49]6)(=[O:53])=[O:52])=[O:41])([NH:35][C:36]4=[O:39])[CH2:33]5)[CH2:22]3)[C:17]3[C:12](=[C:13]([CH3:47])[C:14]([O:45][CH3:46])=[CH:15][CH:16]=3)[N:11]=2)[N:6]=1)([CH3:2])([CH3:3])[CH3:4]. (3) Given the reactants Cl[C:2]1[CH:12]=[CH:11][C:5]([C:6]([O:8]CC)=[O:7])=[CH:4][N:3]=1.[F:13][CH2:14][CH:15]([OH:18])[CH2:16][F:17].[OH-].[Li+], predict the reaction product. The product is: [F:13][CH2:14][CH:15]([CH2:16][F:17])[O:18][C:2]1[CH:12]=[CH:11][C:5]([C:6]([OH:8])=[O:7])=[CH:4][N:3]=1. (4) Given the reactants [N+:1]([C:4]1[CH:9]=[CH:8][C:7]([CH:10]([C:12]2[CH:17]=[CH:16][CH:15]=[CH:14][N:13]=2)[OH:11])=[C:6]([O:18][CH2:19][C:20]([F:23])([F:22])[F:21])[CH:5]=1)([O-])=O, predict the reaction product. The product is: [NH2:1][C:4]1[CH:9]=[CH:8][C:7]([CH:10]([C:12]2[CH:17]=[CH:16][CH:15]=[CH:14][N:13]=2)[OH:11])=[C:6]([O:18][CH2:19][C:20]([F:23])([F:21])[F:22])[CH:5]=1. (5) The product is: [S:9]1[C:10]2[CH:16]=[CH:15][CH:14]=[CH:13][C:11]=2[N:12]=[C:8]1[C:5]1[CH:4]=[CH:3][C:2]([NH:1][S:23]([C:20]2[CH:21]=[CH:22][C:17]([CH3:27])=[CH:18][CH:19]=2)(=[O:25])=[O:24])=[CH:7][CH:6]=1. Given the reactants [NH2:1][C:2]1[CH:7]=[CH:6][C:5]([C:8]2[S:9][C:10]3[CH:16]=[CH:15][CH:14]=[CH:13][C:11]=3[N:12]=2)=[CH:4][CH:3]=1.[C:17]1([CH3:27])[CH:22]=[CH:21][C:20]([S:23](Cl)(=[O:25])=[O:24])=[CH:19][CH:18]=1.O, predict the reaction product. (6) Given the reactants [C:1]([O:5][C:6]([N:8]1[CH2:13][CH2:12][CH:11]([NH:14][S:15]([C:18]2[C:27]3[C:22](=[CH:23][CH:24]=[CH:25][CH:26]=3)[C:21]([C:28]([OH:30])=O)=[CH:20][CH:19]=2)(=[O:17])=[O:16])[CH2:10][CH2:9]1)=[O:7])([CH3:4])([CH3:3])[CH3:2].Cl.CN(C)CCCN=C=NCC.O[N:44]1[C:48]2[CH:49]=[CH:50][CH:51]=[CH:52][C:47]=2N=N1.C(N(CC)CC)C.C1(N)CCCCC1, predict the reaction product. The product is: [C:1]([O:5][C:6]([N:8]1[CH2:9][CH2:10][CH:11]([NH:14][S:15]([C:18]2[C:27]3[C:22](=[CH:23][CH:24]=[CH:25][CH:26]=3)[C:21]([C:28](=[O:30])[NH:44][CH:48]3[CH2:49][CH2:50][CH2:51][CH2:52][CH2:47]3)=[CH:20][CH:19]=2)(=[O:16])=[O:17])[CH2:12][CH2:13]1)=[O:7])([CH3:2])([CH3:3])[CH3:4]. (7) Given the reactants [F:1][C:2]([F:13])([F:12])[C:3]1[CH:4]=[C:5](B(O)O)[CH:6]=[CH:7][CH:8]=1.C(=O)([O-])[O-].[K+].[K+].[CH3:20][C:21]1[CH:26]=[CH:25][C:24]([S:27]([O:30][CH2:31][CH:32]2[CH2:36][C:35]3[C:37](C4C=CC=CC=4)=[CH:38][CH:39]=[CH:40][C:34]=3[O:33]2)(=[O:29])=[O:28])=[CH:23][CH:22]=1, predict the reaction product. The product is: [CH3:20][C:21]1[CH:22]=[CH:23][C:24]([S:27]([O:30][CH2:31][CH:32]2[CH2:36][C:35]3[CH:37]=[CH:38][CH:39]=[C:40]([C:5]4[CH:6]=[CH:7][CH:8]=[C:3]([C:2]([F:13])([F:12])[F:1])[CH:4]=4)[C:34]=3[O:33]2)(=[O:28])=[O:29])=[CH:25][CH:26]=1. (8) Given the reactants [Cl:1][C:2]1[C:3]([O:12][C:13]2[CH:18]=[C:17]([O:19][CH:20]([CH3:22])[CH3:21])[CH:16]=[CH:15][C:14]=2/[CH:23]=[C:24](\[CH3:30])/[C:25]([O:27]CC)=[O:26])=[N:4][CH:5]=[C:6]([C:8]([F:11])([F:10])[F:9])[CH:7]=1.[OH-].[Na+].Cl, predict the reaction product. The product is: [Cl:1][C:2]1[C:3]([O:12][C:13]2[CH:18]=[C:17]([O:19][CH:20]([CH3:21])[CH3:22])[CH:16]=[CH:15][C:14]=2/[CH:23]=[C:24](\[CH3:30])/[C:25]([OH:27])=[O:26])=[N:4][CH:5]=[C:6]([C:8]([F:10])([F:9])[F:11])[CH:7]=1. (9) Given the reactants C([O:8][C:9]1[C:14]([C:15]2[O:19][N:18]=[C:17]([CH3:20])[N:16]=2)=[CH:13][CH:12]=[CH:11][N:10]=1)C1C=CC=CC=1, predict the reaction product. The product is: [CH3:20][C:17]1[N:16]=[C:15]([C:14]2[C:9]([OH:8])=[N:10][CH:11]=[CH:12][CH:13]=2)[O:19][N:18]=1. (10) Given the reactants [F:1][C:2]([F:10])([F:9])[CH:3]([OH:8])[CH2:4][CH2:5][NH:6][CH3:7].[C:11]([O:15][C:16](O[C:16]([O:15][C:11]([CH3:14])([CH3:13])[CH3:12])=[O:17])=[O:17])([CH3:14])([CH3:13])[CH3:12], predict the reaction product. The product is: [CH3:7][N:6]([CH2:5][CH2:4][CH:3]([OH:8])[C:2]([F:10])([F:9])[F:1])[C:16](=[O:17])[O:15][C:11]([CH3:14])([CH3:13])[CH3:12].